This data is from Full USPTO retrosynthesis dataset with 1.9M reactions from patents (1976-2016). The task is: Predict the reactants needed to synthesize the given product. Given the product [CH3:34][O:35][C:36]1[CH:37]=[C:38]([C@@:44]23[CH2:52][CH2:51][C@@H:50]([NH:53][C:15]([NH:12][C:2]4[CH:3]=[CH:4][CH:5]=[CH:6][N:1]=4)=[O:24])[CH2:49][C@@H:48]2[N:47]([CH3:54])[CH2:46][CH2:45]3)[CH:39]=[CH:40][C:41]=1[O:42][CH3:43], predict the reactants needed to synthesize it. The reactants are: [N:1]1[CH:6]=[CH:5][CH:4]=[CH:3][C:2]=1C(O)=O.CC[N:12]([CH2:15]C)CC.C1(P(N=[N+]=[N-])(C2C=CC=CC=2)=[O:24])C=CC=CC=1.[CH3:34][O:35][C:36]1[CH:37]=[C:38]([C@@:44]23[CH2:52][CH2:51][C@@H:50]([NH2:53])[CH2:49][C@@H:48]2[N:47]([CH3:54])[CH2:46][CH2:45]3)[CH:39]=[CH:40][C:41]=1[O:42][CH3:43].